Dataset: Full USPTO retrosynthesis dataset with 1.9M reactions from patents (1976-2016). Task: Predict the reactants needed to synthesize the given product. (1) Given the product [CH3:1][O:2][C:3]1[CH:8]=[C:7]([B:33]2[O:34][C:35]([CH3:37])([CH3:36])[C:31]([CH3:47])([CH3:30])[O:32]2)[CH:6]=[C:5]([CH3:9])[CH:4]=1, predict the reactants needed to synthesize it. The reactants are: [CH3:1][O:2][C:3]1[CH:8]=[CH:7][CH:6]=[C:5]([CH3:9])[CH:4]=1.C(C1C=CN=C(C2C=C(C(C)(C)C)C=CN=2)C=1)(C)(C)C.[CH3:30][C:31]1([CH3:47])[C:35]([CH3:37])([CH3:36])[O:34][B:33]([B:33]2[O:34][C:35]([CH3:37])([CH3:36])[C:31]([CH3:47])([CH3:30])[O:32]2)[O:32]1. (2) Given the product [C:21]([NH:20][C:15]1[CH:16]=[CH:17][CH:18]=[CH:19][C:14]=1[NH:13][C:6]1[C:5]([C:9]([NH:11][CH3:12])=[O:10])=[CH:4][N:3]=[C:2]([Cl:1])[N:7]=1)(=[O:24])[CH:22]=[CH2:23], predict the reactants needed to synthesize it. The reactants are: [Cl:1][C:2]1[N:7]=[C:6](Cl)[C:5]([C:9]([NH:11][CH3:12])=[O:10])=[CH:4][N:3]=1.[NH2:13][C:14]1[CH:19]=[CH:18][CH:17]=[CH:16][C:15]=1[NH:20][C:21](=[O:24])[CH:22]=[CH2:23].CCN(C(C)C)C(C)C.CO. (3) Given the product [Cl:1][C:2]1[CH:3]=[CH:4][C:5]([NH:8][C:9]([C:11]2[O:12][C:13]3[CH:33]=[CH:32][C:31]([C:34]([OH:36])=[O:35])=[CH:30][C:14]=3[C:15]=2[NH:16][C:17]([C@H:19]2[CH2:24][CH2:23][C@H:22]([C:25]([N:27]([CH3:29])[CH3:28])=[O:26])[CH2:21][CH2:20]2)=[O:18])=[O:10])=[N:6][CH:7]=1, predict the reactants needed to synthesize it. The reactants are: [Cl:1][C:2]1[CH:3]=[CH:4][C:5]([NH:8][C:9]([C:11]2[O:12][C:13]3[CH:33]=[CH:32][C:31]([C:34]([O:36]C)=[O:35])=[CH:30][C:14]=3[C:15]=2[NH:16][C:17]([C@H:19]2[CH2:24][CH2:23][C@H:22]([C:25]([N:27]([CH3:29])[CH3:28])=[O:26])[CH2:21][CH2:20]2)=[O:18])=[O:10])=[N:6][CH:7]=1.[OH-].[Na+].